Dataset: Full USPTO retrosynthesis dataset with 1.9M reactions from patents (1976-2016). Task: Predict the reactants needed to synthesize the given product. Given the product [CH3:1][C:2]1[CH:3]=[C:4]([CH:7]=[CH:8][C:9]=1[O:10][C:11]1[CH:16]=[CH:15][C:14]([N+:17]([O-:19])=[O:18])=[CH:13][N:12]=1)[CH:5]=[C:24]1[S:20][C:21](=[O:26])[NH:22][C:23]1=[O:25], predict the reactants needed to synthesize it. The reactants are: [CH3:1][C:2]1[CH:3]=[C:4]([CH:7]=[CH:8][C:9]=1[O:10][C:11]1[CH:16]=[CH:15][C:14]([N+:17]([O-:19])=[O:18])=[CH:13][N:12]=1)[CH:5]=O.[S:20]1[CH2:24][C:23](=[O:25])[NH:22][C:21]1=[O:26].C(O)(=O)C.N1CCCCC1.